This data is from Peptide-MHC class I binding affinity with 185,985 pairs from IEDB/IMGT. The task is: Regression. Given a peptide amino acid sequence and an MHC pseudo amino acid sequence, predict their binding affinity value. This is MHC class I binding data. (1) The peptide sequence is VTYTEIEPK. The MHC is HLA-A33:01 with pseudo-sequence HLA-A33:01. The binding affinity (normalized) is 0.0616. (2) The peptide sequence is KAWSEGLAM. The MHC is HLA-B35:01 with pseudo-sequence HLA-B35:01. The binding affinity (normalized) is 1.00. (3) The peptide sequence is FTFGDTALYV. The MHC is HLA-A02:03 with pseudo-sequence HLA-A02:03. The binding affinity (normalized) is 0.642.